This data is from Full USPTO retrosynthesis dataset with 1.9M reactions from patents (1976-2016). The task is: Predict the reactants needed to synthesize the given product. (1) Given the product [O:28]1[C:29]2[CH:35]=[CH:34][CH:33]=[CH:32][C:30]=2[N:31]=[C:27]1[CH:25]1[CH2:24][N:23]([C:13]2[N:14]3[C:18]([N:19]=[C:11]4[CH2:10][CH2:9][NH:8][CH2:22][CH2:21][C:12]=24)=[CH:17][CH:16]=[N:15]3)[CH2:26]1, predict the reactants needed to synthesize it. The reactants are: C(OC([N:8]1[CH2:22][CH2:21][C:12]2=[C:13](Cl)[N:14]3[C:18]([N:19]=[C:11]2[CH2:10][CH2:9]1)=[CH:17][CH:16]=[N:15]3)=O)(C)(C)C.[NH:23]1[CH2:26][CH:25]([C:27]2[O:28][C:29]3[CH:35]=[CH:34][CH:33]=[CH:32][C:30]=3[N:31]=2)[CH2:24]1. (2) Given the product [CH:1]1([CH2:7][O:8][C:9]2[CH:10]=[C:11]([CH2:15][CH:16]([F:33])[CH2:17][NH:18][C:19](=[O:25])[O:20][C:21]([CH3:24])([CH3:23])[CH3:22])[CH:12]=[CH:13][CH:14]=2)[CH2:6][CH2:5][CH2:4][CH2:3][CH2:2]1, predict the reactants needed to synthesize it. The reactants are: [CH:1]1([CH2:7][O:8][C:9]2[CH:10]=[C:11]([CH2:15][CH:16](O)[CH2:17][NH:18][C:19](=[O:25])[O:20][C:21]([CH3:24])([CH3:23])[CH3:22])[CH:12]=[CH:13][CH:14]=2)[CH2:6][CH2:5][CH2:4][CH2:3][CH2:2]1.CCN(S(F)(F)[F:33])CC. (3) Given the product [Br:43][C:20]1[CH:19]=[CH:18][C:17]([C:15]2[O:14][N:13]=[C:12]([CH2:11][N:10]3[CH2:9][C@H:8]([CH2:23][CH:24]([CH3:26])[CH3:25])[NH:7][C:6](=[O:27])[C@@H:5]3[CH2:1][CH:2]([CH3:4])[CH3:3])[CH:16]=2)=[CH:22][CH:21]=1, predict the reactants needed to synthesize it. The reactants are: [CH2:1]([C@@H:5]1[N:10]([CH2:11][C:12]2[CH:16]=[C:15]([C:17]3[CH:22]=[CH:21][CH:20]=[CH:19][CH:18]=3)[O:14][N:13]=2)[CH2:9][C@H:8]([CH2:23][CH:24]([CH3:26])[CH3:25])[NH:7][C:6]1=[O:27])[CH:2]([CH3:4])[CH3:3].C([C@@H]1NC[C@H](CC(C)C)NC1=O)C(C)C.[Br:43]C1C=CC(C2ON=C(C=O)C=2)=CC=1. (4) Given the product [P:19]([OH:23])([OH:22])([OH:21])=[O:20].[CH3:1][C@@H:2]1[C:17]2[C:5](=[CH:6][C:7]3[CH2:8][C@H:9]4[N:14]([C:15]=3[N:16]=2)[C@H:13]([CH3:18])[CH2:12][NH:11][CH2:10]4)[CH2:4][O:3]1, predict the reactants needed to synthesize it. The reactants are: [CH3:1][C@@H:2]1[C:17]2[C:5](=[CH:6][C:7]3[CH2:8][C@H:9]4[N:14]([C:15]=3[N:16]=2)[C@H:13]([CH3:18])[CH2:12][NH:11][CH2:10]4)[CH2:4][O:3]1.[P:19](=[O:23])([OH:22])([OH:21])[OH:20].